Dataset: Catalyst prediction with 721,799 reactions and 888 catalyst types from USPTO. Task: Predict which catalyst facilitates the given reaction. Reactant: [Cl:1][C:2]1[CH:3]=[C:4]([C:8]2[N:16]=[C:15]([C:17]#[N:18])[N:14]=[C:13]3[C:9]=2[N:10]([CH2:29][C@H:30]2[CH2:35][CH2:34][C@H:33]([CH3:36])[CH2:32][CH2:31]2)[C:11]([C:19]([C:22]2[CH:27]=[CH:26][CH:25]=[CH:24][C:23]=2[F:28])([OH:21])[CH3:20])=[N:12]3)[CH:5]=[N:6][CH:7]=1.CI.[CH3:39][Si]([N-][Si](C)(C)C)(C)C.[Na+]. Product: [Cl:1][C:2]1[CH:3]=[C:4]([C:8]2[N:16]=[C:15]([C:17]#[N:18])[N:14]=[C:13]3[C:9]=2[N:10]([CH2:29][C@H:30]2[CH2:31][CH2:32][C@H:33]([CH3:36])[CH2:34][CH2:35]2)[C:11]([C:19]([C:22]2[CH:27]=[CH:26][CH:25]=[CH:24][C:23]=2[F:28])([O:21][CH3:39])[CH3:20])=[N:12]3)[CH:5]=[N:6][CH:7]=1. The catalyst class is: 1.